This data is from Reaction yield outcomes from USPTO patents with 853,638 reactions. The task is: Predict the reaction yield, written as a fraction of the theoretical maximum amount of product (1.0 means a 100% yield; for example, 0.34 means a 34% yield). (1) The reactants are Cl.[CH:2]1([C:5]2[C:6]([O:16][CH2:17][C:18]3([CH3:22])[CH2:21][NH:20][CH2:19]3)=[CH:7][C:8]([F:15])=[C:9]([CH:14]=2)[C:10]([O:12][CH3:13])=[O:11])[CH2:4][CH2:3]1.Br[C:24]1[C:29]([Cl:30])=[CH:28][C:27]([C:31]([F:34])([F:33])[F:32])=[CH:26][N:25]=1.C(=O)([O-])[O-].[Cs+].[Cs+].C1(P(C2C=CC=CC=2)C2C=CC3C(=CC=CC=3)C=2C2C3C(=CC=CC=3)C=CC=2P(C2C=CC=CC=2)C2C=CC=CC=2)C=CC=CC=1. The catalyst is C1(C)C=CC=CC=1.C1C=CC(/C=C/C(/C=C/C2C=CC=CC=2)=O)=CC=1.C1C=CC(/C=C/C(/C=C/C2C=CC=CC=2)=O)=CC=1.[Pd]. The product is [Cl:30][C:29]1[C:24]([N:20]2[CH2:19][C:18]([CH2:17][O:16][C:6]3[C:5]([CH:2]4[CH2:3][CH2:4]4)=[CH:14][C:9]([C:10]([O:12][CH3:13])=[O:11])=[C:8]([F:15])[CH:7]=3)([CH3:22])[CH2:21]2)=[N:25][CH:26]=[C:27]([C:31]([F:33])([F:32])[F:34])[CH:28]=1. The yield is 0.700. (2) The reactants are Br[C:2]1[CH:9]=[CH:8][C:5]([CH:6]=[O:7])=[CH:4][CH:3]=1.[F:10][C:11]1[CH:16]=[CH:15][C:14](B(O)O)=[CH:13][CH:12]=1.C([O-])([O-])=O.[K+].[K+]. The catalyst is C1(C)C=CC=CC=1.C1C=CC([P]([Pd]([P](C2C=CC=CC=2)(C2C=CC=CC=2)C2C=CC=CC=2)([P](C2C=CC=CC=2)(C2C=CC=CC=2)C2C=CC=CC=2)[P](C2C=CC=CC=2)(C2C=CC=CC=2)C2C=CC=CC=2)(C2C=CC=CC=2)C2C=CC=CC=2)=CC=1. The product is [F:10][C:11]1[CH:16]=[CH:15][C:14]([C:2]2[CH:9]=[CH:8][C:5]([CH:6]=[O:7])=[CH:4][CH:3]=2)=[CH:13][CH:12]=1. The yield is 0.750. (3) The reactants are [CH2:1]([C:3]1[N:4]=[C:5]([CH2:38][CH2:39][CH3:40])[N:6]([CH2:23][C:24]2[CH:29]=[CH:28][C:27]([C:30]3[C:31]([C:36]#[N:37])=[CH:32][CH:33]=[CH:34][CH:35]=3)=[CH:26][CH:25]=2)[C:7](=[O:22])[C:8]=1[C:9]1[CH:10]=[C:11]2[C:16](=[CH:17][CH:18]=1)[O:15][C:14]([CH3:20])([CH3:19])[CH2:13][CH:12]2[OH:21])[CH3:2].[N:41]1C(C)=CC=CC=1C.FC(F)(F)S(O[Si](C(C)C)(C(C)C)C(C)C)(=O)=O.[C:67]([O:70]CC)(=[O:69])C. The catalyst is ClCCl. The product is [CH2:1]([C:3]1[N:4]=[C:5]([CH2:38][CH2:39][CH3:40])[N:6]([CH2:23][C:24]2[CH:25]=[CH:26][C:27]([C:30]3[CH:35]=[CH:34][CH:33]=[CH:32][C:31]=3[C:36]3[NH:41][C:67](=[O:69])[O:70][N:37]=3)=[CH:28][CH:29]=2)[C:7](=[O:22])[C:8]=1[C:9]1[CH:10]=[C:11]2[C:16](=[CH:17][CH:18]=1)[O:15][C:14]([CH3:20])([CH3:19])[CH2:13][CH:12]2[OH:21])[CH3:2]. The yield is 0.770.